Task: Predict the product of the given reaction.. Dataset: Forward reaction prediction with 1.9M reactions from USPTO patents (1976-2016) Given the reactants [Na].N#N.C(O[C:7]([C:9]1[C:10]([N:17]([CH2:27][CH2:28][C:29]([O:31][CH2:32][CH3:33])=[O:30])[C:18]2[CH:19]=[C:20]3[C:24](=[CH:25][CH:26]=2)[CH2:23][CH2:22][CH2:21]3)=[N:11][C:12]([S:15][CH3:16])=[N:13][CH:14]=1)=[O:8])C.CC(C)([O-])C.[Na+], predict the reaction product. The product is: [CH2:32]([O:31][C:29]([CH:28]1[CH2:27][N:17]([C:18]2[CH:19]=[C:20]3[C:24](=[CH:25][CH:26]=2)[CH2:23][CH2:22][CH2:21]3)[C:10]2[N:11]=[C:12]([S:15][CH3:16])[N:13]=[CH:14][C:9]=2[C:7]1=[O:8])=[O:30])[CH3:33].